This data is from Blood-brain barrier permeability classification from the B3DB database. The task is: Regression/Classification. Given a drug SMILES string, predict its absorption, distribution, metabolism, or excretion properties. Task type varies by dataset: regression for continuous measurements (e.g., permeability, clearance, half-life) or binary classification for categorical outcomes (e.g., BBB penetration, CYP inhibition). Dataset: b3db_classification. (1) The drug is CC(=O)C1CCC2C3CCC4CC(O)CCC4(C)C3CCC12C. The result is 1 (penetrates BBB). (2) The drug is CN1CCN(C(c2ccccc2)c2ccc(Cl)cc2)CC1. The result is 1 (penetrates BBB). (3) The compound is CC[C@@H](Oc1ccccc1)C(=O)N[C@H]1C(=O)N2[C@H]1SC(C)(C)[C@@H]2C(=O)O. The result is 0 (does not penetrate BBB). (4) The result is 0 (does not penetrate BBB). The molecule is CC#C[C@]1(O)CC[C@H]2[C@@H]3CCC4=CC(=O)CCC4=C3[C@@H](c3ccc(N(C)C)cc3)C[C@@]21C. (5) The drug is CC[C@]1(O)C[C@H]2CN(CCc3c([nH]c4ccccc34)[C@@](C(=O)OC)(c3cc4c(cc3OC)N(C=O)[C@H]3[C@@](O)(C(=O)OC)[C@H](OC(C)=O)[C@]5(CC)C=CCN6CC[C@]43[C@@H]65)C2)C1. The result is 0 (does not penetrate BBB). (6) The compound is CN1CCN(c2c(F)cc3c(=O)c(C(=O)O)cn4c3c2SCC4)CC1. The result is 0 (does not penetrate BBB). (7) The drug is CCN(CC)CCNC(=O)c1ccc(N)c(Cl)c1. The result is 1 (penetrates BBB). (8) The result is 0 (does not penetrate BBB). The compound is CC1(C)S[C@@H]2[C@H](NC(=O)[C@H](NC(=O)c3ccc(-c4ccc(S(=O)(=O)N(CCO)CCO)cc4)[nH]c3=O)c3ccc(O)cc3)C(=O)N2[C@H]1C(=O)O. (9) The drug is C[C@]12CC[C@H]3c4ccc(O)cc4CC[C@H]3[C@@H]1CC[C@H]2O. The result is 0 (does not penetrate BBB). (10) The molecule is COc1ccc([C@H]2CNC(=O)C2)cc1OC1CCCC1. The result is 1 (penetrates BBB).